From a dataset of Full USPTO retrosynthesis dataset with 1.9M reactions from patents (1976-2016). Predict the reactants needed to synthesize the given product. (1) Given the product [NH2:1][C:4]1[CH:5]=[CH:6][C:7]([CH2:10][C:11]2[NH:12][CH:13]=[C:14]([C:16]([O:18][CH3:19])=[O:17])[N:15]=2)=[CH:8][CH:9]=1, predict the reactants needed to synthesize it. The reactants are: [N+:1]([C:4]1[CH:9]=[CH:8][C:7]([CH2:10][C:11]2[NH:12][CH:13]=[C:14]([C:16]([O:18][CH3:19])=[O:17])[N:15]=2)=[CH:6][CH:5]=1)([O-])=O.[H][H]. (2) The reactants are: [Cl:1][C:2]1[N:7]=[C:6](Cl)[CH:5]=[C:4]([C:9]([O:11][CH3:12])=[O:10])[N:3]=1.[C:13](=O)([O-])[O-:14].[K+].[K+]. Given the product [Cl:1][C:2]1[N:3]=[C:4]([C:9]([O:11][CH3:12])=[O:10])[CH:5]=[C:6]([O:14][CH3:13])[N:7]=1, predict the reactants needed to synthesize it. (3) Given the product [Br:1][C:2]1[CH:11]=[C:10]2[C:5]([CH:6]=[CH:7][N:8]=[C:9]2[O:17][CH2:15][CH3:16])=[CH:4][C:3]=1[O:13][CH3:14], predict the reactants needed to synthesize it. The reactants are: [Br:1][C:2]1[CH:11]=[C:10]2[C:5]([CH:6]=[CH:7][N:8]=[C:9]2Cl)=[CH:4][C:3]=1[O:13][CH3:14].[CH2:15]([OH:17])[CH3:16].